Dataset: Reaction yield outcomes from USPTO patents with 853,638 reactions. Task: Predict the reaction yield, written as a fraction of the theoretical maximum amount of product (1.0 means a 100% yield; for example, 0.34 means a 34% yield). (1) The reactants are Cl[C:2]1[CH:7]=[C:6]2[CH2:8][O:9][C:10]3[CH:39]=[C:38]4[C:13]([CH:14]=[CH:15][C:16]5[N:20]=[C:19]([C@@H:21]6[CH2:25][CH2:24][C@H:23]([CH3:26])[N:22]6[C:27](=[O:37])[C@@H:28]([NH:32][C:33](=[O:36])[O:34][CH3:35])[CH:29]([CH3:31])[CH3:30])[NH:18][C:17]=54)=[CH:12][C:11]=3[C:5]2=[CH:4][CH:3]=1.[B:40]1([B:40]2[O:44][C:43]([CH3:46])([CH3:45])[C:42]([CH3:48])([CH3:47])[O:41]2)[O:44][C:43]([CH3:46])([CH3:45])[C:42]([CH3:48])([CH3:47])[O:41]1.CC([O-])=O.[K+]. The catalyst is O1CCOCC1.C1C=CC(/C=C/C(/C=C/C2C=CC=CC=2)=O)=CC=1.C1C=CC(/C=C/C(/C=C/C2C=CC=CC=2)=O)=CC=1.C1C=CC(/C=C/C(/C=C/C2C=CC=CC=2)=O)=CC=1.[Pd].[Pd].CC(C1C=C(C(C)C)C(C2C=CC=CC=2P(C2CCCCC2)C2CCCCC2)=C(C(C)C)C=1)C. The product is [CH3:31][CH:29]([CH3:30])[C@H:28]([NH:32][C:33](=[O:36])[O:34][CH3:35])[C:27]([N:22]1[C@H:21]([C:19]2[NH:18][C:17]3[C:38]4[C:13]([CH:14]=[CH:15][C:16]=3[N:20]=2)=[CH:12][C:11]2[C:5]3[C:6]([CH2:8][O:9][C:10]=2[CH:39]=4)=[CH:7][C:2]([B:40]2[O:44][C:43]([CH3:46])([CH3:45])[C:42]([CH3:48])([CH3:47])[O:41]2)=[CH:3][CH:4]=3)[CH2:25][CH2:24][C@@H:23]1[CH3:26])=[O:37]. The yield is 0.720. (2) The reactants are [F:1][C:2]1[CH:9]=[CH:8][C:7]([CH:10]2[C:23]3[CH:22]=[CH:21][C:20]4[C:15](=[N:16][CH:17]=[CH:18][CH:19]=4)[C:14]=3[NH:13][S:12](=[O:25])(=[O:24])[N:11]2[CH3:26])=[CH:6][C:3]=1[CH:4]=O.C(O[BH-](O[C:37](=O)[CH3:38])OC(=O)C)(=O)C.[Na+].[CH3:41][OH:42]. The catalyst is ClCCCl. The product is [F:1][C:2]1[CH:9]=[CH:8][C:7]([CH:10]2[C:23]3[CH:22]=[CH:21][C:20]4[C:15](=[N:16][CH:17]=[CH:18][CH:19]=4)[C:14]=3[NH:13][S:12](=[O:25])(=[O:24])[N:11]2[CH3:26])=[CH:6][C:3]=1[CH2:4][NH:13][CH2:14][CH2:15][N:16]1[CH2:37][CH2:38][O:42][CH2:41][CH2:17]1. The yield is 0.340. (3) The reactants are CN(C)/[CH:3]=[CH:4]/[C:5]1[C:6]([N+:19]([O-])=O)=[C:7]([C:13]([N+:16]([O-])=O)=[CH:14][CH:15]=1)[C:8]([O:10][CH2:11][CH3:12])=[O:9]. The catalyst is [Ni].CCO. The product is [NH2:16][C:13]1[C:7]([C:8]([O:10][CH2:11][CH3:12])=[O:9])=[C:6]2[C:5]([CH:4]=[CH:3][NH:19]2)=[CH:15][CH:14]=1. The yield is 0.160.